Task: Predict the product of the given reaction.. Dataset: Forward reaction prediction with 1.9M reactions from USPTO patents (1976-2016) (1) Given the reactants C([O:8][C:9]1[CH:14]=[C:13]([O:15]CC2C=CC=CC=2)[C:12]([C:23]([CH3:25])=[CH2:24])=[CH:11][C:10]=1[C:26]([N:28]1[CH2:33][CH2:32][CH:31]([CH2:34][CH:35]=O)[CH2:30][CH2:29]1)=[O:27])C1C=CC=CC=1.S(C1C=CC(C)=CC=1)(O)(=O)=O.[CH:48]1([O:53][C:54](=[O:60])[C@H:55]([CH:57]([CH3:59])[CH3:58])[NH2:56])[CH2:52][CH2:51][CH2:50][CH2:49]1, predict the reaction product. The product is: [OH:8][C:9]1[CH:14]=[C:13]([OH:15])[C:12]([CH:23]([CH3:24])[CH3:25])=[CH:11][C:10]=1[C:26]([N:28]1[CH2:33][CH2:32][CH:31]([CH2:34][CH2:35][NH:56][C@H:55]([C:54]([O:53][CH:48]2[CH2:49][CH2:50][CH2:51][CH2:52]2)=[O:60])[CH:57]([CH3:58])[CH3:59])[CH2:30][CH2:29]1)=[O:27]. (2) Given the reactants C([O:8][C:9]1[CH:14]=[C:13]([O:15][CH3:16])[CH:12]=[CH:11][C:10]=1/[CH:17]=[C:18](/[NH:23][C:24]([O:26][C:27]([CH3:30])([CH3:29])[CH3:28])=[O:25])\[C:19]([O:21][CH3:22])=[O:20])C1C=CC=CC=1, predict the reaction product. The product is: [C:27]([O:26][C:24]([NH:23][CH:18]([CH2:17][C:10]1[CH:11]=[CH:12][C:13]([O:15][CH3:16])=[CH:14][C:9]=1[OH:8])[C:19]([O:21][CH3:22])=[O:20])=[O:25])([CH3:29])([CH3:30])[CH3:28].